From a dataset of Forward reaction prediction with 1.9M reactions from USPTO patents (1976-2016). Predict the product of the given reaction. Given the reactants OO.[Ce:3].[NH2:4][C@H:5]([C:13]([OH:15])=[O:14])[CH2:6][C:7]1[CH:12]=[CH:11][CH:10]=[CH:9][CH:8]=1, predict the reaction product. The product is: [NH2:4][C@H:5]([C:13]([OH:15])=[O:14])[CH2:6][C:7]1[CH:12]=[CH:11][CH:10]=[CH:9][CH:8]=1.[Ce:3].